This data is from Reaction yield outcomes from USPTO patents with 853,638 reactions. The task is: Predict the reaction yield, written as a fraction of the theoretical maximum amount of product (1.0 means a 100% yield; for example, 0.34 means a 34% yield). (1) The catalyst is C(Cl)Cl. The yield is 0.940. The reactants are [CH3:1][C:2]1[CH:3]=[C:4]([CH2:7][CH2:8][OH:9])[S:5][CH:6]=1.C(N(C(C)C)CC)(C)C.[CH3:19][C:20]([Si:23](Cl)([CH3:25])[CH3:24])([CH3:22])[CH3:21]. The product is [C:20]([Si:23]([CH3:25])([CH3:24])[O:9][CH2:8][CH2:7][C:4]1[S:5][CH:6]=[C:2]([CH3:1])[CH:3]=1)([CH3:22])([CH3:21])[CH3:19]. (2) The reactants are [BH4-].[Na+].[Br:3][C:4]1[CH:11]=[CH:10][C:7]([C:8]#[N:9])=[CH:6][C:5]=1[CH3:12].[CH3:13][C:14]([O:17][C:18](O[C:18]([O:17][C:14]([CH3:16])([CH3:15])[CH3:13])=[O:19])=[O:19])([CH3:16])[CH3:15]. The catalyst is CO.Cl[Ni]Cl. The product is [C:14]([O:17][C:18](=[O:19])[NH:9][CH2:8][C:7]1[CH:10]=[CH:11][C:4]([Br:3])=[C:5]([CH3:12])[CH:6]=1)([CH3:16])([CH3:15])[CH3:13]. The yield is 0.630. (3) The product is [CH3:20][C:15]1[CH:14]=[C:13]2[O:12][CH2:11][O:19][C:18]2=[CH:17][C:16]=1[CH:4]=[O:5]. No catalyst specified. The yield is 0.110. The reactants are CN([CH:4]=[O:5])C.P(Cl)(Cl)(Cl)=O.[CH2:11]1[O:19][C:18]2[CH:17]=[CH:16][C:15]([CH3:20])=[CH:14][C:13]=2[O:12]1. (4) The reactants are [Cl:1][C:2]1[CH:7]=[CH:6][C:5]([C:8]2[CH2:12][C:11]([C:17]3[CH:22]=[C:21]([Cl:23])[C:20]([Cl:24])=[C:19]([Cl:25])[CH:18]=3)([C:13]([F:16])([F:15])[F:14])[O:10][N:9]=2)=[CH:4][C:3]=1[CH2:26][NH2:27].N1C=CC=CC=1.[C:34](Cl)(=[O:36])[CH3:35].O. The catalyst is CN(C=O)C. The product is [Cl:1][C:2]1[CH:7]=[CH:6][C:5]([C:8]2[CH2:12][C:11]([C:17]3[CH:22]=[C:21]([Cl:23])[C:20]([Cl:24])=[C:19]([Cl:25])[CH:18]=3)([C:13]([F:16])([F:14])[F:15])[O:10][N:9]=2)=[CH:4][C:3]=1[CH2:26][NH:27][C:34](=[O:36])[CH3:35]. The yield is 0.730. (5) The reactants are [O:1]1[C:5]2[CH:6]=[CH:7][C:8]([C:10]3[CH:15]=[CH:14][N:13]=[C:12](Cl)[N:11]=3)=[CH:9][C:4]=2[O:3][CH2:2]1.FC(F)(F)C(O)=O.[NH2:24][CH2:25][CH2:26][CH2:27][O:28][C:29]1[CH:30]=[C:31]2[C:35](=[CH:36][CH:37]=1)[C@H:34]([CH2:38][C:39]([O:41][CH2:42][CH3:43])=[O:40])[CH2:33][CH2:32]2.C(N(CC)CC)C. The catalyst is CC#N.O1CCOCC1. The product is [O:1]1[C:5]2[CH:6]=[CH:7][C:8]([C:10]3[CH:15]=[CH:14][N:13]=[C:12]([NH:24][CH2:25][CH2:26][CH2:27][O:28][C:29]4[CH:30]=[C:31]5[C:35](=[CH:36][CH:37]=4)[C@H:34]([CH2:38][C:39]([O:41][CH2:42][CH3:43])=[O:40])[CH2:33][CH2:32]5)[N:11]=3)=[CH:9][C:4]=2[O:3][CH2:2]1. The yield is 0.690. (6) The reactants are [Br:1][C:2]1[CH:7]=[CH:6][C:5]([C:8]2(O)[CH2:13][CH2:12][NH:11][CH2:10][CH2:9]2)=[CH:4][CH:3]=1.[Cl-:15].[Al+3].[Cl-].[Cl-]. The catalyst is ClC1C=CC=CC=1. The product is [Br:1][C:2]1[CH:7]=[CH:6][C:5]([C:8]2([C:2]3[CH:7]=[CH:6][C:5]([Cl:15])=[CH:4][CH:3]=3)[CH2:13][CH2:12][NH:11][CH2:10][CH2:9]2)=[CH:4][CH:3]=1. The yield is 0.920. (7) The reactants are [NH2:1][CH2:2][CH2:3][NH:4][C:5](=[O:11])[O:6][C:7]([CH3:10])([CH3:9])[CH3:8].[CH:12](=O)[C:13]1[CH:18]=[CH:17][CH:16]=[CH:15][CH:14]=1.[O-]S([O-])(=O)=O.[Mg+2].CCN(CC)CC. No catalyst specified. The product is [CH2:12]([NH:1][CH2:2][CH2:3][NH:4][C:5](=[O:11])[O:6][C:7]([CH3:8])([CH3:10])[CH3:9])[C:13]1[CH:18]=[CH:17][CH:16]=[CH:15][CH:14]=1. The yield is 0.230.